The task is: Predict the reactants needed to synthesize the given product.. This data is from Full USPTO retrosynthesis dataset with 1.9M reactions from patents (1976-2016). (1) Given the product [CH3:1][CH:2]1[N:7]([C:11](=[O:17])[CH2:12][CH2:13][C:14]([OH:16])=[O:15])[CH2:6][CH2:5][N:4]2[CH:8]=[CH:9][CH:10]=[C:3]12, predict the reactants needed to synthesize it. The reactants are: [CH3:1][CH:2]1[NH:7][CH2:6][CH2:5][N:4]2[CH:8]=[CH:9][CH:10]=[C:3]12.[C:11]1(=[O:17])[O:16][C:14](=[O:15])[CH2:13][CH2:12]1. (2) The reactants are: [C:1]([O:5][C:6]([N:8]1[CH2:13][CH2:12][N:11]([C:14]2[CH:19]=[CH:18][C:17]([C:20]3[CH:21]=[N:22][C:23]4[N:24]([N:26]=[CH:27][C:28]=4[C:29]4[C:38]5[C:33](=[CH:34][C:35]([C:39]([O:41]CC)=[O:40])=[CH:36][CH:37]=5)[N:32]=[CH:31][CH:30]=4)[CH:25]=3)=[CH:16][CH:15]=2)[CH2:10][CH2:9]1)=[O:7])([CH3:4])([CH3:3])[CH3:2].[Li+].[OH-]. Given the product [C:1]([O:5][C:6]([N:8]1[CH2:9][CH2:10][N:11]([C:14]2[CH:19]=[CH:18][C:17]([C:20]3[CH:21]=[N:22][C:23]4[N:24]([N:26]=[CH:27][C:28]=4[C:29]4[C:38]5[C:33](=[CH:34][C:35]([C:39]([OH:41])=[O:40])=[CH:36][CH:37]=5)[N:32]=[CH:31][CH:30]=4)[CH:25]=3)=[CH:16][CH:15]=2)[CH2:12][CH2:13]1)=[O:7])([CH3:4])([CH3:2])[CH3:3], predict the reactants needed to synthesize it. (3) The reactants are: [F:1][C:2]1[S:6][C:5]([NH:7][CH2:8][C:9]2[CH:14]=[CH:13][C:12]([O:15][CH3:16])=[CH:11][CH:10]=2)=[N:4][CH:3]=1.C[Si]([N-][Si](C)(C)C)(C)C.[Li+].[Cl:27][C:28]1[C:37]2[C:32](=[CH:33][C:34]([S:38](OC3C(F)=C(F)C(F)=C(F)C=3F)(=[O:40])=[O:39])=[CH:35][CH:36]=2)[CH:31]=[N:30][N:29]=1. Given the product [Cl:27][C:28]1[C:37]2[C:32](=[CH:33][C:34]([S:38]([N:7]([C:5]3[S:6][C:2]([F:1])=[CH:3][N:4]=3)[CH2:8][C:9]3[CH:14]=[CH:13][C:12]([O:15][CH3:16])=[CH:11][CH:10]=3)(=[O:40])=[O:39])=[CH:35][CH:36]=2)[CH:31]=[N:30][N:29]=1, predict the reactants needed to synthesize it. (4) The reactants are: FC(F)(F)C(O)=O.[C:8]([O:12][C:13](=[O:55])[CH:14]([NH:21][S:22]([C:25]1[CH:26]=[C:27]([CH:52]=[CH:53][CH:54]=1)[C:28]([O:30][C@H:31]([C:42]1[CH:47]=[CH:46][C:45]([O:48][CH3:49])=[C:44]([O:50][CH3:51])[CH:43]=1)[CH2:32][C:33]1[C:38]([Cl:39])=[CH:37][N+:36]([O-:40])=[CH:35][C:34]=1[Cl:41])=[O:29])(=[O:24])=[O:23])[C:15]1[CH:20]=[CH:19][CH:18]=[CH:17][CH:16]=1)([CH3:11])(C)[CH3:9].Cl[C:57]1[CH:58]=[N+:59]([O-])[CH:60]=[C:61](Cl)C=1C[C@@H](C1C=CC(OC)=C(OC)C=1)OC(C1C=C(S(NC(C2C=CC=CC=2)C(O)=O)(=O)=O)C=CC=1)=O.C1(N=C=NC2CCCCC2)CCCCC1.O.ON1C2C=CC=CC=2N=N1.N12CCC(CC1)[C@@H](O)C2. Given the product [O:55]=[C:13]([O:12][C@@H:8]1[CH:9]2[CH2:61][CH2:60][N:59]([CH2:58][CH2:57]2)[CH2:11]1)[CH:14]([NH:21][S:22]([C:25]1[CH:26]=[C:27]([CH:52]=[CH:53][CH:54]=1)[C:28]([O:30][C@H:31]([C:42]1[CH:47]=[CH:46][C:45]([O:48][CH3:49])=[C:44]([O:50][CH3:51])[CH:43]=1)[CH2:32][C:33]1[C:34]([Cl:41])=[CH:35][N+:36]([O-:40])=[CH:37][C:38]=1[Cl:39])=[O:29])(=[O:24])=[O:23])[C:15]1[CH:16]=[CH:17][CH:18]=[CH:19][CH:20]=1, predict the reactants needed to synthesize it. (5) Given the product [CH:17]1([CH:13]([N:11]2[CH:12]=[C:8]([C:6]3[CH:5]=[CH:4][N:3]=[C:2]([NH:32][C:31]4[CH:33]=[CH:34][C:28]([N:22]5[CH2:23][CH2:24][N:25]([S:41]([CH3:38])(=[O:43])=[O:42])[CH2:26][CH2:27]5)=[CH:29][CH:30]=4)[N:7]=3)[CH:9]=[N:10]2)[CH2:14][C:15]#[N:16])[CH2:21][CH2:20][CH2:19][CH2:18]1, predict the reactants needed to synthesize it. The reactants are: Cl[C:2]1[N:7]=[C:6]([C:8]2[CH:9]=[N:10][N:11]([CH:13]([CH:17]3[CH2:21][CH2:20][CH2:19][CH2:18]3)[CH2:14][C:15]#[N:16])[CH:12]=2)[CH:5]=[CH:4][N:3]=1.[N:22]1([C:28]2[CH:34]=[CH:33][C:31]([NH2:32])=[CH:30][CH:29]=2)[CH2:27][CH2:26][NH:25][CH2:24][CH2:23]1.C1(C)C=C[C:38]([S:41](O)(=[O:43])=[O:42])=CC=1.C(=O)([O-])[O-].[Na+].[Na+].CS(Cl)(=O)=O. (6) Given the product [ClH:1].[ClH:1].[Cl:1][C:2]1[CH:3]=[CH:4][C:5]([S:8]([N:11]2[C:19]3[C:14](=[CH:15][CH:16]=[CH:17][CH:18]=3)[C:13](/[CH:20]=[C:21]3\[O:22][C:23]4[C:30]([CH2:31][N:32]5[CH2:37][CH2:36][NH:35][CH2:34][CH2:33]5)=[C:29]([OH:45])[CH:28]=[CH:27][C:24]=4[C:25]\3=[O:26])=[CH:12]2)(=[O:9])=[O:10])=[CH:6][CH:7]=1, predict the reactants needed to synthesize it. The reactants are: [Cl:1][C:2]1[CH:7]=[CH:6][C:5]([S:8]([N:11]2[C:19]3[C:14](=[CH:15][CH:16]=[CH:17][CH:18]=3)[C:13](/[CH:20]=[C:21]3\[O:22][C:23]4[C:30]([CH2:31][N:32]5[CH2:37][CH2:36][N:35](C(OC(C)(C)C)=O)[CH2:34][CH2:33]5)=[C:29]([OH:45])[CH:28]=[CH:27][C:24]=4[C:25]\3=[O:26])=[CH:12]2)(=[O:10])=[O:9])=[CH:4][CH:3]=1.FC(F)(F)C(O)=O. (7) The reactants are: [F:1][C:2]1[CH:27]=[CH:26][CH:25]=[C:24]([F:28])[C:3]=1[C:4]([NH:6][C:7]1[CH:11]=[CH:10][N:9]([CH2:12][C:13]2[CH:18]=[C:17](I)[CH:16]=[CH:15][C:14]=2[C:20]([F:23])([F:22])[F:21])[N:8]=1)=[O:5].[Br-].[CH:30]1([Zn+])[CH2:32][CH2:31]1. Given the product [CH:30]1([C:17]2[CH:16]=[CH:15][C:14]([C:20]([F:23])([F:22])[F:21])=[C:13]([CH2:12][N:9]3[CH:10]=[CH:11][C:7]([NH:6][C:4](=[O:5])[C:3]4[C:2]([F:1])=[CH:27][CH:26]=[CH:25][C:24]=4[F:28])=[N:8]3)[CH:18]=2)[CH2:32][CH2:31]1, predict the reactants needed to synthesize it. (8) Given the product [CH2:22]([NH:19][C:20]([N:8]1[C:4]2=[N:5][CH:6]=[CH:7][C:2]([CH3:1])=[C:3]2[N:10]([C:11]([O:13][C:14]([CH3:15])([CH3:17])[CH3:16])=[O:12])[C:9]1=[O:18])=[O:21])[CH2:23][CH2:24][CH2:25][CH2:26][CH3:27], predict the reactants needed to synthesize it. The reactants are: [CH3:1][C:2]1[CH:7]=[CH:6][N:5]=[C:4]2[NH:8][C:9](=[O:18])[N:10]([C:11]([O:13][C:14]([CH3:17])([CH3:16])[CH3:15])=[O:12])[C:3]=12.[N:19]([CH2:22][CH2:23][CH2:24][CH2:25][CH2:26][CH3:27])=[C:20]=[O:21].